From a dataset of Catalyst prediction with 721,799 reactions and 888 catalyst types from USPTO. Predict which catalyst facilitates the given reaction. (1) The catalyst class is: 9. Product: [Cl:1][C:2]1[CH:10]=[CH:9][C:5]([C:6]([N:44]2[CH2:45][C:46]3[C:51](=[CH:50][CH:49]=[CH:48][CH:47]=3)[CH2:43]2)=[O:8])=[CH:4][C:3]=1[C:11]#[C:12][C:13]1[CH:18]=[CH:17][CH:16]=[CH:15][N:14]=1. Reactant: [Cl:1][C:2]1[CH:10]=[CH:9][C:5]([C:6]([OH:8])=O)=[CH:4][C:3]=1[C:11]#[C:12][C:13]1[CH:18]=[CH:17][CH:16]=[CH:15][N:14]=1.[Cl-].[Na+].Cl.CN(C)CCCN=C=NCC.ON1C2N=CC=CC=2N=N1.[CH2:43]1[C:51]2[C:46](=[CH:47][CH:48]=[CH:49][CH:50]=2)[CH2:45][NH:44]1.C(N(CC)CC)C. (2) Reactant: [CH2:1]([C@H:8]([NH:39][C:40](=[O:66])[C@H:41]([CH2:43][C:44]([NH:46][C:47]([C:60]1[CH:65]=[CH:64][CH:63]=[CH:62][CH:61]=1)([C:54]1[CH:59]=[CH:58][CH:57]=[CH:56][CH:55]=1)[C:48]1[CH:53]=[CH:52][CH:51]=[CH:50][CH:49]=1)=[O:45])[NH2:42])[C@@H:9]([OH:38])[CH2:10][C@@H:11]([NH:25][C:26](=[O:37])[C@H:27]([C:33]([CH3:36])([CH3:35])[CH3:34])[NH:28][C:29]([O:31][CH3:32])=[O:30])[CH2:12][C:13]1[CH:18]=[CH:17][C:16]([C:19]2[CH:24]=[CH:23][CH:22]=[CH:21][N:20]=2)=[CH:15][CH:14]=1)[C:2]1[CH:7]=[CH:6][CH:5]=[CH:4][CH:3]=1.Cl[C:68]([O:70][CH3:71])=[O:69].C(N(CC)CC)C. Product: [CH2:1]([C@H:8]([NH:39][C:40](=[O:66])[C@H:41]([CH2:43][C:44]([NH:46][C:47]([C:48]1[CH:49]=[CH:50][CH:51]=[CH:52][CH:53]=1)([C:60]1[CH:61]=[CH:62][CH:63]=[CH:64][CH:65]=1)[C:54]1[CH:59]=[CH:58][CH:57]=[CH:56][CH:55]=1)=[O:45])[NH:42][C:68]([O:70][CH3:71])=[O:69])[C@@H:9]([OH:38])[CH2:10][C@@H:11]([NH:25][C:26](=[O:37])[C@H:27]([C:33]([CH3:34])([CH3:35])[CH3:36])[NH:28][C:29]([O:31][CH3:32])=[O:30])[CH2:12][C:13]1[CH:18]=[CH:17][C:16]([C:19]2[CH:24]=[CH:23][CH:22]=[CH:21][N:20]=2)=[CH:15][CH:14]=1)[C:2]1[CH:3]=[CH:4][CH:5]=[CH:6][CH:7]=1. The catalyst class is: 12. (3) Reactant: [CH2:1]1[C:9]2[C:4](=[CH:5][CH:6]=[CH:7][CH:8]=2)[CH2:3][C:2]1=O.[NH:11]1[CH2:15][CH2:14][CH2:13][CH2:12]1.O. Product: [CH2:1]1[C:9]2[C:4](=[CH:5][CH:6]=[CH:7][CH:8]=2)[CH:3]=[C:2]1[N:11]1[CH2:15][CH2:14][CH2:13][CH2:12]1. The catalyst class is: 11. (4) Reactant: [Br:1][C:2]1[C:10]2[C:9]3[CH2:11][N:12]([CH2:21][C:22]([F:25])([F:24])[F:23])[C:13](=[O:20])[C@H:14]([CH2:16][C:17]([OH:19])=O)[CH2:15][C:8]=3[CH:7]=[C:6]([Br:26])[C:5]=2[NH:4][N:3]=1.C(N(CC)C(C)C)(C)C.CN(C(ON1N=NC2C=CC=CC1=2)=[N+](C)C)C.[B-](F)(F)(F)F.[NH:58]1[CH2:63][CH2:62][CH:61]([N:64]2[CH2:70][CH2:69][C:68]3[CH:71]=[CH:72][CH:73]=[CH:74][C:67]=3[NH:66][C:65]2=[O:75])[CH2:60][CH2:59]1. Product: [Br:1][C:2]1[C:10]2[C:9]3[CH2:11][N:12]([CH2:21][C:22]([F:25])([F:24])[F:23])[C:13](=[O:20])[C@H:14]([CH2:16][C:17](=[O:19])[N:58]4[CH2:59][CH2:60][CH:61]([N:64]5[CH2:70][CH2:69][C:68]6[CH:71]=[CH:72][CH:73]=[CH:74][C:67]=6[NH:66][C:65]5=[O:75])[CH2:62][CH2:63]4)[CH2:15][C:8]=3[CH:7]=[C:6]([Br:26])[C:5]=2[NH:4][N:3]=1. The catalyst class is: 9. (5) Reactant: [NH2:1][C@H:2]([CH2:6][CH2:7][S:8][CH3:9])[C:3]([OH:5])=[O:4].[C:10]1(=O)[O:15][C:13](=[O:14])[C:12]2=[CH:16][CH:17]=[CH:18][CH:19]=[C:11]12.C(N(CC)CC)C. Product: [O:14]=[C:13]1[C:12]2[C:11](=[CH:19][CH:18]=[CH:17][CH:16]=2)[C:10](=[O:15])[N:1]1[C@H:2]([CH2:6][CH2:7][S:8][CH3:9])[C:3]([OH:5])=[O:4]. The catalyst class is: 11. (6) Reactant: [Cl:1][C:2]1[C:11]2[C:6](=[CH:7][C:8]([O:14][CH2:15][CH:16]3[CH2:21][CH2:20][N:19]([CH3:22])[CH2:18][CH2:17]3)=[C:9]([O:12][CH3:13])[CH:10]=2)[N:5]=[CH:4][N:3]=1.[Br:23][C:24]1[CH:30]=[CH:29][C:27]([NH2:28])=[C:26]([F:31])[CH:25]=1.Cl. Product: [ClH:1].[Br:23][C:24]1[CH:30]=[CH:29][C:27]([NH:28][C:2]2[C:11]3[C:6](=[CH:7][C:8]([O:14][CH2:15][CH:16]4[CH2:21][CH2:20][N:19]([CH3:22])[CH2:18][CH2:17]4)=[C:9]([O:12][CH3:13])[CH:10]=3)[N:5]=[CH:4][N:3]=2)=[C:26]([F:31])[CH:25]=1. The catalyst class is: 32. (7) Reactant: [C:1]([C@@H:3]1[CH2:8][CH2:7][CH2:6][CH2:5][C@H:4]1[NH:9][C:10](=[O:16])[O:11][C:12]([CH3:15])([CH3:14])[CH3:13])#[N:2]. Product: [NH2:2][CH2:1][C@@H:3]1[CH2:8][CH2:7][CH2:6][CH2:5][C@H:4]1[NH:9][C:10](=[O:16])[O:11][C:12]([CH3:14])([CH3:13])[CH3:15]. The catalyst class is: 319.